From a dataset of Full USPTO retrosynthesis dataset with 1.9M reactions from patents (1976-2016). Predict the reactants needed to synthesize the given product. (1) The reactants are: [C:1]([O:5][C:6](=[O:15])[NH:7][C@H:8]1[CH2:13][CH2:12][C@H:11]([OH:14])[CH2:10][CH2:9]1)([CH3:4])([CH3:3])[CH3:2].N1C=CC=CC=1.[CH3:22][S:23](Cl)(=[O:25])=[O:24]. Given the product [C:1]([O:5][C:6]([NH:7][C@H:8]1[CH2:9][CH2:10][C@H:11]([O:14][S:23]([CH3:22])(=[O:25])=[O:24])[CH2:12][CH2:13]1)=[O:15])([CH3:4])([CH3:2])[CH3:3], predict the reactants needed to synthesize it. (2) Given the product [CH2:7]([C:14]1[CH:19]=[C:18]([Cl:20])[CH:17]=[CH:16][C:15]=1[O:21][CH2:25][CH2:24][CH2:23][Br:22])[C:8]1[CH:9]=[CH:10][CH:11]=[CH:12][CH:13]=1, predict the reactants needed to synthesize it. The reactants are: C([O-])([O-])=O.[K+].[K+].[CH2:7]([C:14]1[CH:19]=[C:18]([Cl:20])[CH:17]=[CH:16][C:15]=1[OH:21])[C:8]1[CH:13]=[CH:12][CH:11]=[CH:10][CH:9]=1.[Br:22][CH2:23][CH2:24][CH2:25]Br.CCOC(C)=O. (3) Given the product [CH2:30]([S:27]([C:24]1[CH:23]=[CH:22][C:21]([CH:19]([OH:20])[C:10]2[CH:11]=[C:12]([C:15]([F:17])([F:18])[F:16])[CH:13]=[CH:14][C:9]=2[OH:8])=[CH:26][CH:25]=1)(=[O:28])=[O:29])[CH3:31], predict the reactants needed to synthesize it. The reactants are: C([O:8][C:9]1[CH:14]=[CH:13][C:12]([C:15]([F:18])([F:17])[F:16])=[CH:11][C:10]=1[CH:19]([C:21]1[CH:26]=[CH:25][C:24]([S:27]([CH2:30][CH3:31])(=[O:29])=[O:28])=[CH:23][CH:22]=1)[OH:20])C1C=CC=CC=1. (4) Given the product [CH2:33]([O:32][CH:8]([CH2:9][C:10]1[CH:15]=[CH:14][C:13]([O:16][CH2:17][CH2:18][C:19]2[CH:24]=[CH:23][C:22]([N:25]([C:27](=[O:31])[CH:28]([CH3:30])[CH3:29])[CH3:26])=[CH:21][CH:20]=2)=[CH:12][CH:11]=1)[C:7]([OH:35])=[O:6])[CH3:34], predict the reactants needed to synthesize it. The reactants are: O.[OH-].[Li+].C([O:6][C:7](=[O:35])[CH:8]([O:32][CH2:33][CH3:34])[CH2:9][C:10]1[CH:15]=[CH:14][C:13]([O:16][CH2:17][CH2:18][C:19]2[CH:24]=[CH:23][C:22]([N:25]([C:27](=[O:31])[CH:28]([CH3:30])[CH3:29])[CH3:26])=[CH:21][CH:20]=2)=[CH:12][CH:11]=1)C.Cl. (5) Given the product [CH3:30][O:29][C:25](=[O:28])/[CH:26]=[CH:27]/[C:2]1[CH:9]=[CH:8][C:5]([CH:6]=[O:7])=[C:4]([F:10])[CH:3]=1, predict the reactants needed to synthesize it. The reactants are: Br[C:2]1[CH:9]=[CH:8][C:5]([CH:6]=[O:7])=[C:4]([F:10])[CH:3]=1.CN(C1CCCCC1)C1CCCCC1.[C:25]([O:29][CH3:30])(=[O:28])[CH:26]=[CH2:27]. (6) The reactants are: [CH:1]([N:4]1[C:13]2[N:12]=[C:11]([NH:14][C:15]3[C:23]([O:24][CH3:25])=[CH:22][C:18]([C:19](O)=[O:20])=[C:17]([F:26])[CH:16]=3)[N:10]=[CH:9][C:8]=2[N:7]2[CH:27]=[N:28][C:29]([C:30]#[N:31])=[C:6]2[C@H:5]1[CH2:32][CH3:33])([CH3:3])[CH3:2].[CH2:34]([N:36]1[CH2:41][CH2:40][CH:39]([N:42]2[CH2:47][CH2:46][CH:45]([NH2:48])[CH2:44][CH2:43]2)[CH2:38][CH2:37]1)[CH3:35]. Given the product [C:30]([C:29]1[N:28]=[CH:27][N:7]2[C:6]=1[C@@H:5]([CH2:32][CH3:33])[N:4]([CH:1]([CH3:3])[CH3:2])[C:13]1[N:12]=[C:11]([NH:14][C:15]3[C:23]([O:24][CH3:25])=[CH:22][C:18]([C:19]([NH:48][CH:45]4[CH2:44][CH2:43][N:42]([CH:39]5[CH2:40][CH2:41][N:36]([CH2:34][CH3:35])[CH2:37][CH2:38]5)[CH2:47][CH2:46]4)=[O:20])=[C:17]([F:26])[CH:16]=3)[N:10]=[CH:9][C:8]2=1)#[N:31], predict the reactants needed to synthesize it.